This data is from Forward reaction prediction with 1.9M reactions from USPTO patents (1976-2016). The task is: Predict the product of the given reaction. (1) Given the reactants [CH2:1]([CH:5]1[CH2:13][C:12]2[C:7](=[CH:8][C:9]([F:16])=[C:10]([O:14][CH3:15])[CH:11]=2)[C:6]1=[O:17])[CH2:2][CH2:3][CH3:4].[O-][Cl:19].[Na+].O, predict the reaction product. The product is: [CH2:1]([CH:5]1[CH2:13][C:12]2[C:7](=[CH:8][C:9]([F:16])=[C:10]([O:14][CH3:15])[C:11]=2[Cl:19])[C:6]1=[O:17])[CH2:2][CH2:3][CH3:4]. (2) Given the reactants [CH3:1][C:2]1[CH:7]=[CH:6][C:5]([N:8]2[C:13](=[O:14])[C:12]3[CH:15]=[CH:16][S:17][C:11]=3[NH:10][C:9]2=O)=[CH:4][CH:3]=1.N1C(C)=CC=CC=1C.FC(F)(F)S(OS(C(F)(F)F)(=O)=O)(=O)=O.[Br:42][C:43]1[CH:48]=[CH:47][CH:46]=[CH:45][C:44]=1B(O)O.P([O-])([O-])([O-])=O.[K+].[K+].[K+], predict the reaction product. The product is: [Br:42][C:43]1[CH:48]=[CH:47][CH:46]=[CH:45][C:44]=1[C:9]1[N:8]([C:5]2[CH:6]=[CH:7][C:2]([CH3:1])=[CH:3][CH:4]=2)[C:13](=[O:14])[C:12]2[CH:15]=[CH:16][S:17][C:11]=2[N:10]=1. (3) Given the reactants [Br:1][CH2:2][CH2:3][CH2:4][CH2:5][CH2:6][CH2:7][CH2:8][S:9][C:10]1[CH:15]=[CH:14][C:13]([Cl:16])=[CH:12][CH:11]=1.C(=O)=[O:18].CC(C)=O.ClC1C=CC=C(C(OO)=O)C=1.S([O-])([O-])=O.[Na+].[Na+].C(=O)([O-])O.[Na+], predict the reaction product. The product is: [Br:1][CH2:2][CH2:3][CH2:4][CH2:5][CH2:6][CH2:7][CH2:8][S:9]([C:10]1[CH:15]=[CH:14][C:13]([Cl:16])=[CH:12][CH:11]=1)=[O:18].